This data is from Full USPTO retrosynthesis dataset with 1.9M reactions from patents (1976-2016). The task is: Predict the reactants needed to synthesize the given product. Given the product [CH:23]1([CH:13]([N:12]2[C:11]3[CH:29]=[CH:30][CH:31]=[CH:32][C:10]=3[N:9]=[C:8]2[C:5]2[CH:6]=[N:7][C:2]([N:35]([CH2:36][CH3:37])[CH2:33][CH3:34])=[CH:3][CH:4]=2)[C:14]([NH:16][CH:17]2[CH2:22][CH2:21][CH2:20][CH2:19][CH2:18]2)=[O:15])[CH2:28][CH2:27][CH2:26][CH2:25][CH2:24]1, predict the reactants needed to synthesize it. The reactants are: Cl[C:2]1[N:7]=[CH:6][C:5]([C:8]2[N:12]([CH:13]([CH:23]3[CH2:28][CH2:27][CH2:26][CH2:25][CH2:24]3)[C:14]([NH:16][CH:17]3[CH2:22][CH2:21][CH2:20][CH2:19][CH2:18]3)=[O:15])[C:11]3[CH:29]=[CH:30][CH:31]=[CH:32][C:10]=3[N:9]=2)=[CH:4][CH:3]=1.[CH2:33]([NH:35][CH2:36][CH3:37])[CH3:34].